This data is from Full USPTO retrosynthesis dataset with 1.9M reactions from patents (1976-2016). The task is: Predict the reactants needed to synthesize the given product. Given the product [Cl:1][C:2]1[CH:16]=[C:15]([CH:14]=[CH:13][C:3]=1[O:4][CH2:5][C:6]1[CH:11]=[CH:10][CH:9]=[C:8]([CH3:12])[N:7]=1)[NH2:17], predict the reactants needed to synthesize it. The reactants are: [Cl:1][C:2]1[CH:16]=[C:15]([N+:17]([O-])=O)[CH:14]=[CH:13][C:3]=1[O:4][CH2:5][C:6]1[CH:11]=[CH:10][CH:9]=[C:8]([CH3:12])[N:7]=1.